This data is from Forward reaction prediction with 1.9M reactions from USPTO patents (1976-2016). The task is: Predict the product of the given reaction. (1) Given the reactants [C:1]([O:6][CH2:7]Cl)(=[O:5])[CH2:2][CH2:3][CH3:4].[Cl:9][C:10]1[CH:11]=[CH:12][C:13]([F:45])=[C:14]([C:16]2[CH:21]=[CH:20][C:19]([CH2:22][N:23]([CH2:39][C@@H:40]([OH:44])[C:41]([OH:43])=[O:42])[NH:24][C:25]([C:27]3[O:31][N:30]=[C:29]([C:32]4[CH:37]=[CH:36][CH:35]=[CH:34][C:33]=4[F:38])[CH:28]=3)=[O:26])=[CH:18][CH:17]=2)[CH:15]=1.CCN(CC)CC, predict the reaction product. The product is: [Cl:9][C:10]1[CH:11]=[CH:12][C:13]([F:45])=[C:14]([C:16]2[CH:21]=[CH:20][C:19]([CH2:22][N:23]([CH2:39][C@@H:40]([OH:44])[C:41]([O:43][CH2:7][O:6][C:1](=[O:5])[CH2:2][CH2:3][CH3:4])=[O:42])[NH:24][C:25]([C:27]3[O:31][N:30]=[C:29]([C:32]4[CH:37]=[CH:36][CH:35]=[CH:34][C:33]=4[F:38])[CH:28]=3)=[O:26])=[CH:18][CH:17]=2)[CH:15]=1. (2) Given the reactants [CH3:1][N:2]([CH2:4][CH:5]1[CH2:11][CH2:10][CH:9]2[CH:7]([CH2:8]2)[C:6]1([C:13]1[CH:18]=[C:17]([OH:19])[CH:16]=[C:15]([F:20])[CH:14]=1)[OH:12])[CH3:3].[CH3:21][C:22]([CH3:27])([CH3:26])[C:23](Cl)=[O:24].C(N(CC)CC)C, predict the reaction product. The product is: [CH3:3][N:2]([CH2:4][CH:5]1[CH2:11][CH2:10][CH:9]2[CH:7]([CH2:8]2)[C:6]1([C:13]1[CH:18]=[C:17]([O:19][C:23](=[O:24])[C:22]([CH3:27])([CH3:26])[CH3:21])[CH:16]=[C:15]([F:20])[CH:14]=1)[OH:12])[CH3:1]. (3) Given the reactants [CH2:1]([C:8]1[CH:9]=[N:10][C:11]2[C:16]([C:17]=1[C:18]1[CH:19]=[C:20]([OH:24])[CH:21]=[CH:22][CH:23]=1)=[CH:15][CH:14]=[CH:13][C:12]=2[C:25]([F:28])([F:27])[F:26])[C:2]1[CH:7]=[CH:6][CH:5]=[CH:4][CH:3]=1.C1(O)C=CC=CC=1.C([O:38][C:39](=[O:50])[CH2:40][C:41]1[CH:46]=[CH:45][C:44]([CH:47](O)[CH3:48])=[CH:43][CH:42]=1)C, predict the reaction product. The product is: [CH2:1]([C:8]1[CH:9]=[N:10][C:11]2[C:16]([C:17]=1[C:18]1[CH:19]=[C:20]([CH:21]=[CH:22][CH:23]=1)[O:24][C@H:47]([C:44]1[CH:45]=[CH:46][C:41]([CH2:40][C:39]([OH:50])=[O:38])=[CH:42][CH:43]=1)[CH3:48])=[CH:15][CH:14]=[CH:13][C:12]=2[C:25]([F:28])([F:26])[F:27])[C:2]1[CH:3]=[CH:4][CH:5]=[CH:6][CH:7]=1. (4) Given the reactants [CH2:1]([N:4]1[C:12]2[C:11](=[O:13])[NH:10][C:9](=[O:14])[NH:8][C:7]=2[N:6]=[CH:5]1)[CH:2]=[CH2:3].C1C(=O)N([Cl:22])C(=O)C1.CO, predict the reaction product. The product is: [Cl:22][C:5]1[N:4]([CH2:1][CH:2]=[CH2:3])[C:12]2[C:11](=[O:13])[NH:10][C:9](=[O:14])[NH:8][C:7]=2[N:6]=1. (5) Given the reactants [CH2:1]([CH:3]([C:6]1[C:10]([CH2:11][CH2:12][CH2:13][OH:14])=[CH:9][N:8]([C:15]2[CH:20]=[CH:19][C:18]([C:21]([F:24])([F:23])[F:22])=[CH:17][N:16]=2)[N:7]=1)[CH2:4][CH3:5])[CH3:2].[CH2:25]([C:27]1[CH:28]=[N:29][N:30]([CH2:33][C:34]([O:36]CC)=[O:35])[C:31]=1O)[CH3:26].C(P(CCCC)CCCC)CCC.N(C(N1CCCCC1)=O)=NC(N1CCCCC1)=O, predict the reaction product. The product is: [CH2:25]([C:27]1[CH:28]=[N:29][N:30]([CH2:33][C:34]([OH:36])=[O:35])[C:31]=1[O:14][CH2:13][CH2:12][CH2:11][C:10]1[C:6]([CH:3]([CH2:4][CH3:5])[CH2:1][CH3:2])=[N:7][N:8]([C:15]2[CH:20]=[CH:19][C:18]([C:21]([F:23])([F:24])[F:22])=[CH:17][N:16]=2)[CH:9]=1)[CH3:26].